Dataset: Full USPTO retrosynthesis dataset with 1.9M reactions from patents (1976-2016). Task: Predict the reactants needed to synthesize the given product. (1) Given the product [Cl:23][C:24]1[CH:31]=[CH:30][CH:29]=[CH:28][C:25]=1[CH2:26][N:4]1[CH2:5][CH2:6][CH2:7][N:1]([C:8]2[N:13]=[C:12]([NH2:14])[N:11]3[N:15]=[C:16]([C:18]4[O:19][CH:20]=[CH:21][CH:22]=4)[N:17]=[C:10]3[N:9]=2)[CH2:2][CH2:3]1, predict the reactants needed to synthesize it. The reactants are: [N:1]1([C:8]2[N:13]=[C:12]([NH2:14])[N:11]3[N:15]=[C:16]([C:18]4[O:19][CH:20]=[CH:21][CH:22]=4)[N:17]=[C:10]3[N:9]=2)[CH2:7][CH2:6][CH2:5][NH:4][CH2:3][CH2:2]1.[Cl:23][C:24]1[CH:31]=[CH:30][CH:29]=[CH:28][C:25]=1[CH:26]=O.C(O[BH-](OC(=O)C)OC(=O)C)(=O)C.[Na+]. (2) Given the product [O:24]1[CH2:29][CH2:28][O:27][CH2:26][CH:25]1[CH2:30][NH:31][C:15]([C:16]1[C:17]([NH:18][C:13]([C:6]2[C:7]3[C:12](=[CH:11][CH:10]=[CH:9][CH:8]=3)[C:3]([O:2][CH3:1])=[CH:4][CH:5]=2)=[O:14])=[CH:19][CH:20]=[CH:21][N:22]=1)=[O:23], predict the reactants needed to synthesize it. The reactants are: [CH3:1][O:2][C:3]1[C:12]2[C:7](=[CH:8][CH:9]=[CH:10][CH:11]=2)[C:6]([C:13]2[O:14][C:15](=[O:23])[C:16]3[N:22]=[CH:21][CH:20]=[CH:19][C:17]=3[N:18]=2)=[CH:5][CH:4]=1.[O:24]1[CH2:29][CH2:28][O:27][CH2:26][CH:25]1[CH2:30][NH2:31]. (3) Given the product [CH3:18][O:11][C:10]([C:3]1([CH3:13])[CH2:4][C:5]2([CH3:9])[CH2:8][C:2]1([CH3:1])[CH2:7][CH2:6]2)=[O:12], predict the reactants needed to synthesize it. The reactants are: [CH3:1][C:2]12[CH2:8][C:5]([CH3:9])([CH2:6][CH2:7]1)[CH2:4][C:3]2([CH3:13])[C:10]([OH:12])=[O:11].S(Cl)(Cl)=O.[CH2:18](Cl)Cl. (4) The reactants are: [C:1]([C:3]1[CH:4]=[C:5]([N:9]2[CH2:15][CH2:14][CH2:13][N:12](C([O:18][C:19]([CH3:22])(C)C)=O)[CH2:11][CH2:10]2)[CH:6]=[N:7][CH:8]=1)#[CH:2].F[C:24](F)(F)[C:25]([OH:27])=[O:26].[OH-:30].[Na+]. Given the product [NH3:7].[C:25]([OH:27])(=[O:26])/[CH:24]=[CH:22]/[C:19]([OH:18])=[O:30].[C:1]([C:3]1[CH:4]=[C:5]([N:9]2[CH2:15][CH2:14][CH2:13][NH:12][CH2:11][CH2:10]2)[CH:6]=[N:7][CH:8]=1)#[CH:2], predict the reactants needed to synthesize it. (5) Given the product [CH2:15]([C:17]1[CH:18]=[C:19]([C:20]2[N:22]=[C:11]([C:8]3[CH:7]=[C:6]([CH3:14])[C:5]([CH2:1][CH:2]([CH3:3])[CH3:4])=[CH:10][N:9]=3)[O:13][N:21]=2)[CH:24]=[C:25]([CH3:28])[C:26]=1[OH:27])[CH3:16], predict the reactants needed to synthesize it. The reactants are: [CH2:1]([C:5]1[C:6]([CH3:14])=[CH:7][C:8]([C:11]([OH:13])=O)=[N:9][CH:10]=1)[CH:2]([CH3:4])[CH3:3].[CH2:15]([C:17]1[CH:18]=[C:19]([CH:24]=[C:25]([CH3:28])[C:26]=1[OH:27])[C:20]([NH:22]O)=[NH:21])[CH3:16].